Task: Predict which catalyst facilitates the given reaction.. Dataset: Catalyst prediction with 721,799 reactions and 888 catalyst types from USPTO Reactant: [N+:1]([C:4]1[S:8][C:7]([S:9]([N:12]2[CH2:17][CH2:16][N:15]([C:18]3[N:23]=[CH:22][C:21]([C:24]([OH:33])([C:29]([F:32])([F:31])[F:30])[C:25]([F:28])([F:27])[F:26])=[CH:20][N:19]=3)[C@@H:14]([CH2:34][N:35]([CH2:40][CH:41]([CH3:43])[CH3:42])[S:36]([CH3:39])(=[O:38])=[O:37])[CH2:13]2)(=[O:11])=[O:10])=[CH:6][CH:5]=1)([O-])=O.C([O-])(O)=O.[Na+]. Product: [NH2:1][C:4]1[S:8][C:7]([S:9]([N:12]2[CH2:17][CH2:16][N:15]([C:18]3[N:23]=[CH:22][C:21]([C:24]([OH:33])([C:25]([F:28])([F:26])[F:27])[C:29]([F:32])([F:31])[F:30])=[CH:20][N:19]=3)[C@@H:14]([CH2:34][N:35]([CH2:40][CH:41]([CH3:43])[CH3:42])[S:36]([CH3:39])(=[O:38])=[O:37])[CH2:13]2)(=[O:10])=[O:11])=[CH:6][CH:5]=1. The catalyst class is: 770.